This data is from Full USPTO retrosynthesis dataset with 1.9M reactions from patents (1976-2016). The task is: Predict the reactants needed to synthesize the given product. Given the product [CH3:1][C:2]1[O:3][C:4]([C:7]2[CH:12]=[CH:11][CH:10]=[CH:9][C:8]=2[NH2:13])=[N:5][N:6]=1, predict the reactants needed to synthesize it. The reactants are: [CH3:1][C:2]1[O:3][C:4]([C:7]2[CH:12]=[CH:11][CH:10]=[CH:9][C:8]=2[N+:13]([O-])=O)=[N:5][N:6]=1.C(O)(C)C.[Cl-].[NH4+].